This data is from NCI-60 drug combinations with 297,098 pairs across 59 cell lines. The task is: Regression. Given two drug SMILES strings and cell line genomic features, predict the synergy score measuring deviation from expected non-interaction effect. (1) Drug 1: C1CC(=O)NC(=O)C1N2C(=O)C3=CC=CC=C3C2=O. Drug 2: CC1C(C(CC(O1)OC2CC(CC3=C2C(=C4C(=C3O)C(=O)C5=CC=CC=C5C4=O)O)(C(=O)C)O)N)O. Cell line: OVCAR-4. Synergy scores: CSS=24.7, Synergy_ZIP=4.78, Synergy_Bliss=2.79, Synergy_Loewe=-33.6, Synergy_HSA=1.82. (2) Drug 1: C1=CC(=CC=C1CCCC(=O)O)N(CCCl)CCCl. Drug 2: CCCCCOC(=O)NC1=NC(=O)N(C=C1F)C2C(C(C(O2)C)O)O. Cell line: NCI/ADR-RES. Synergy scores: CSS=13.5, Synergy_ZIP=-7.31, Synergy_Bliss=-3.57, Synergy_Loewe=-13.2, Synergy_HSA=-4.01. (3) Drug 1: CS(=O)(=O)C1=CC(=C(C=C1)C(=O)NC2=CC(=C(C=C2)Cl)C3=CC=CC=N3)Cl. Drug 2: C1=CC(=C2C(=C1NCCNCCO)C(=O)C3=C(C=CC(=C3C2=O)O)O)NCCNCCO. Cell line: COLO 205. Synergy scores: CSS=47.0, Synergy_ZIP=14.3, Synergy_Bliss=11.1, Synergy_Loewe=-21.7, Synergy_HSA=7.38.